Dataset: Peptide-MHC class II binding affinity with 134,281 pairs from IEDB. Task: Regression. Given a peptide amino acid sequence and an MHC pseudo amino acid sequence, predict their binding affinity value. This is MHC class II binding data. (1) The peptide sequence is YDKFLANVSTVNTGK. The MHC is DRB1_1101 with pseudo-sequence DRB1_1101. The binding affinity (normalized) is 0.471. (2) The peptide sequence is GNGVVALRNAQLVTF. The MHC is HLA-DQA10101-DQB10501 with pseudo-sequence HLA-DQA10101-DQB10501. The binding affinity (normalized) is 0.284. (3) The peptide sequence is RPFFHPVGEADYFEYHQEGGPDGEPD. The MHC is DRB3_0101 with pseudo-sequence DRB3_0101. The binding affinity (normalized) is 0.234.